Dataset: Retrosynthesis with 50K atom-mapped reactions and 10 reaction types from USPTO. Task: Predict the reactants needed to synthesize the given product. (1) Given the product C=CCc1cccc2c1N(C(=O)OCC)CC2, predict the reactants needed to synthesize it. The reactants are: C=CCc1cccc2c1NCC2.CCOC(=O)Cl. (2) Given the product CC[C@@H](NC(=O)N1C(=O)C[C@H]1C(C)(C)C)c1ccccc1, predict the reactants needed to synthesize it. The reactants are: CC(C)(C)[C@@H]1CC(=O)N1.CC[C@@H](N=C=O)c1ccccc1. (3) Given the product O=C(CC(=O)N[C@@H]1C(=O)N(CCOCc2ccccc2)c2ccccc2-c2ccccc21)NCCC(F)(F)C(F)(F)F, predict the reactants needed to synthesize it. The reactants are: NCCC(F)(F)C(F)(F)F.O=C(O)CC(=O)N[C@@H]1C(=O)N(CCOCc2ccccc2)c2ccccc2-c2ccccc21. (4) Given the product C[Si](C)(C)C#Cc1cc(-c2cc(-c3ccc(CN4CCCCC4)cc3)cnc2F)c(N)cn1, predict the reactants needed to synthesize it. The reactants are: C#C[Si](C)(C)C.Nc1cnc(Br)cc1-c1cc(-c2ccc(CN3CCCCC3)cc2)cnc1F. (5) Given the product CCCCOC(=O)N=C1SCCN1c1cccc(C(F)(F)F)c1, predict the reactants needed to synthesize it. The reactants are: CCCCOC(=O)Cl.N=C1SCCN1c1cccc(C(F)(F)F)c1.